From a dataset of Forward reaction prediction with 1.9M reactions from USPTO patents (1976-2016). Predict the product of the given reaction. Given the reactants [CH3:1][O-:2].[Na+].Cl[C:5]1([NH2:23])[N:22]=[CH:21][N:20]=[C:19]2[C:6]1=[N:7][CH2:8][N:9]2[C@@H:10]1[O:18][C@H:15]([CH2:16][OH:17])[C@@H:13]([OH:14])[C@H:11]1[OH:12].[CH3:24][OH:25], predict the reaction product. The product is: [CH3:1][O:2][C:21]1[N:20]=[C:19]2[C:6](=[N:7][CH2:8][N:9]2[C@@H:10]2[O:18][C@H:15]([CH2:16][OH:17])[C@@H:13]([OH:14])[C@H:11]2[OH:12])[C:5]([O:25][CH3:24])([NH2:23])[N:22]=1.